This data is from TCR-epitope binding with 47,182 pairs between 192 epitopes and 23,139 TCRs. The task is: Binary Classification. Given a T-cell receptor sequence (or CDR3 region) and an epitope sequence, predict whether binding occurs between them. (1) The epitope is TLDSKTQSL. The TCR CDR3 sequence is CASGYSPLHF. Result: 0 (the TCR does not bind to the epitope). (2) The epitope is FLYALALLL. The TCR CDR3 sequence is CATSTGDSNQPQHF. Result: 0 (the TCR does not bind to the epitope). (3) Result: 0 (the TCR does not bind to the epitope). The TCR CDR3 sequence is CASSLGLPGLAGAYEQYF. The epitope is LLQTGIHVRVSQPSL. (4) The epitope is AVFDRKSDAK. The TCR CDR3 sequence is CATSPGGGRDLYEQYF. Result: 1 (the TCR binds to the epitope). (5) The epitope is FLPRVFSAV. The TCR CDR3 sequence is CASSFNNYEQYF. Result: 1 (the TCR binds to the epitope). (6) The TCR CDR3 sequence is CASARNGELFF. Result: 0 (the TCR does not bind to the epitope). The epitope is LPPIVAKEI. (7) Result: 0 (the TCR does not bind to the epitope). The epitope is TAFTIPSI. The TCR CDR3 sequence is CASSESRGPGEQYF.